From a dataset of Reaction yield outcomes from USPTO patents with 853,638 reactions. Predict the reaction yield, written as a fraction of the theoretical maximum amount of product (1.0 means a 100% yield; for example, 0.34 means a 34% yield). (1) The reactants are C(O)=O.Cl[S:5]([N:8]=C=O)(=[O:7])=[O:6].[CH2:11]([OH:15])[CH2:12][CH2:13][CH3:14].N1C=CC=CC=1. The catalyst is C(#N)C.O. The product is [S:5](=[O:6])(=[O:7])([O:15][CH2:11][CH2:12][CH2:13][CH3:14])[NH2:8]. The yield is 0.990. (2) The reactants are [OH:1][C@@H:2]([C:23]1[CH:28]=[CH:27][CH:26]=[CH:25][CH:24]=1)[CH2:3][CH2:4][N:5]1[CH2:10][CH2:9][CH:8]([C:11]2[CH:12]=[C:13]([NH:17][C:18](=[O:22])[CH:19]([CH3:21])[CH3:20])[CH:14]=[CH:15][CH:16]=2)[CH2:7][CH2:6]1.[CH3:29][O:30][C:31]1[CH:36]=[CH:35][C:34](O)=[CH:33][CH:32]=1.C1(P(C2C=CC=CC=2)C2C=CC=CC=2)C=CC=CC=1.N(C(OCC)=O)=NC(OCC)=O.N. The catalyst is C1COCC1.C(Cl)(Cl)Cl. The product is [CH3:29][O:30][C:31]1[CH:36]=[CH:35][C:34]([O:1][C@H:2]([C:23]2[CH:24]=[CH:25][CH:26]=[CH:27][CH:28]=2)[CH2:3][CH2:4][N:5]2[CH2:10][CH2:9][CH:8]([C:11]3[CH:12]=[C:13]([NH:17][C:18](=[O:22])[CH:19]([CH3:21])[CH3:20])[CH:14]=[CH:15][CH:16]=3)[CH2:7][CH2:6]2)=[CH:33][CH:32]=1. The yield is 0.379. (3) The reactants are C([O:5][C:6](=[O:48])[CH2:7][CH2:8][C:9]1[CH:14]=[CH:13][C:12]([O:15][CH2:16][CH2:17][CH:18]2[CH2:22][N:21]([CH2:23][C:24]3[CH:29]=[CH:28][C:27]([C:30]([F:33])([F:32])[F:31])=[CH:26][CH:25]=3)[C:20](=[O:34])[N:19]2[CH3:35])=[CH:11][C:10]=1[CH2:36][N:37]1[C:45](=[O:46])[C:44]2[C:39](=[CH:40][CH:41]=[CH:42][CH:43]=2)[C:38]1=[O:47])(C)(C)C. The catalyst is C(Cl)Cl. The product is [O:47]=[C:38]1[C:39]2[C:44](=[CH:43][CH:42]=[CH:41][CH:40]=2)[C:45](=[O:46])[N:37]1[CH2:36][C:10]1[CH:11]=[C:12]([O:15][CH2:16][CH2:17][CH:18]2[CH2:22][N:21]([CH2:23][C:24]3[CH:29]=[CH:28][C:27]([C:30]([F:33])([F:32])[F:31])=[CH:26][CH:25]=3)[C:20](=[O:34])[N:19]2[CH3:35])[CH:13]=[CH:14][C:9]=1[CH2:8][CH2:7][C:6]([OH:48])=[O:5]. The yield is 0.480. (4) The reactants are [Br:1][C:2]1[CH:7]=[CH:6][C:5]([CH:8](C)[CH2:9][O:10][Si:11]([C:14]([CH3:17])([CH3:16])[CH3:15])([CH3:13])[CH3:12])=[CH:4][CH:3]=1.Br[C:20]1C=CC(CC(O)C)=CC=1. No catalyst specified. The product is [Br:1][C:2]1[CH:3]=[CH:4][C:5]([CH2:8][CH:9]([O:10][Si:11]([C:14]([CH3:15])([CH3:16])[CH3:17])([CH3:12])[CH3:13])[CH3:20])=[CH:6][CH:7]=1. The yield is 0.870.